From a dataset of Catalyst prediction with 721,799 reactions and 888 catalyst types from USPTO. Predict which catalyst facilitates the given reaction. (1) Reactant: [Cl:1][C:2]1[N:7]=[C:6]([C:8]2[CH:9]=[C:10]([CH:19]=[CH:20][CH:21]=2)[CH2:11][NH:12][C:13]2[CH:14]=NC=C[CH:18]=2)[CH:5]=[CH:4][N:3]=1.[C:22](O[C:22]([O:24][C:25]([CH3:28])([CH3:27])[CH3:26])=[O:23])([O:24][C:25]([CH3:28])([CH3:27])[CH3:26])=[O:23].C(N(CC)C(C)C)(C)C. Product: [C:25]([O:24][C:22](=[O:23])[N:12]([CH2:11][C:10]1[CH:19]=[CH:20][CH:21]=[C:8]([C:6]2[CH:5]=[CH:4][N:3]=[C:2]([Cl:1])[N:7]=2)[CH:9]=1)[CH:13]([CH3:18])[CH3:14])([CH3:28])([CH3:27])[CH3:26]. The catalyst class is: 2. (2) Reactant: [Br:1][C:2]1[CH:7]=[CH:6][C:5]([C:8](=[O:16])[CH2:9][C:10]2[CH:15]=[CH:14][CH:13]=[CH:12][CH:11]=2)=[CH:4][CH:3]=1.[CH2:17](O)[CH2:18][OH:19].CC1C=CC(S(O)(=O)=O)=CC=1. Product: [CH2:9]([C:8]1([C:5]2[CH:4]=[CH:3][C:2]([Br:1])=[CH:7][CH:6]=2)[O:19][CH2:18][CH2:17][O:16]1)[C:10]1[CH:11]=[CH:12][CH:13]=[CH:14][CH:15]=1. The catalyst class is: 133. (3) Reactant: [CH2:1]([O:5][CH2:6][CH2:7][O:8][C:9]1[CH:14]=[CH:13][C:12]([C:15]2[CH:16]=[CH:17][C:18]3[N:24]([CH2:25][CH:26]([CH3:28])[CH3:27])[CH2:23][CH2:22][C:21]([C:29]([NH:31][C:32]4[CH:37]=[CH:36][C:35]([S:38][CH2:39][C:40]5[C:41]([O:46][CH3:47])=[N:42][CH:43]=[CH:44][CH:45]=5)=[CH:34][CH:33]=4)=[O:30])=[CH:20][C:19]=3[CH:48]=2)=[CH:11][CH:10]=1)[CH2:2][CH2:3][CH3:4].ClC1C=CC=C(C(OO)=[O:57])C=1.S([O-])([O-])(=O)=S.[Na+].[Na+]. Product: [CH2:1]([O:5][CH2:6][CH2:7][O:8][C:9]1[CH:10]=[CH:11][C:12]([C:15]2[CH:16]=[CH:17][C:18]3[N:24]([CH2:25][CH:26]([CH3:27])[CH3:28])[CH2:23][CH2:22][C:21]([C:29]([NH:31][C:32]4[CH:33]=[CH:34][C:35]([S:38]([CH2:39][C:40]5[C:41]([O:46][CH3:47])=[N:42][CH:43]=[CH:44][CH:45]=5)=[O:57])=[CH:36][CH:37]=4)=[O:30])=[CH:20][C:19]=3[CH:48]=2)=[CH:13][CH:14]=1)[CH2:2][CH2:3][CH3:4]. The catalyst class is: 2. (4) Reactant: [CH3:1][C:2]1[CH:7]=[C:6]([CH3:8])[CH:5]=[CH:4][C:3]=1[OH:9].[C:10](=O)([O-])[O-].[K+].[K+].CN(C=O)C.IC. Product: [CH3:10][O:9][C:3]1[CH:4]=[CH:5][C:6]([CH3:8])=[CH:7][C:2]=1[CH3:1]. The catalyst class is: 6. (5) Reactant: [NH2:1][C:2]1[C:7]([CH2:8][NH2:9])=[C:6]([CH:10]2[CH2:15][CH2:14][CH2:13][N:12]([C:16]([O:18][C:19]([CH3:22])([CH3:21])[CH3:20])=[O:17])[CH2:11]2)[CH:5]=[C:4]([C:23]2[C:28]([OH:29])=[CH:27][CH:26]=[CH:25][C:24]=2[O:30][CH2:31][CH:32]2[CH2:34][CH2:33]2)[N:3]=1.C(N(CC)CC)C.[C:42](OC(=O)C)(=[O:44])[CH3:43]. Product: [C:42]([NH:9][CH2:8][C:7]1[C:2]([NH2:1])=[N:3][C:4]([C:23]2[C:28]([OH:29])=[CH:27][CH:26]=[CH:25][C:24]=2[O:30][CH2:31][CH:32]2[CH2:33][CH2:34]2)=[CH:5][C:6]=1[CH:10]1[CH2:15][CH2:14][CH2:13][N:12]([C:16]([O:18][C:19]([CH3:22])([CH3:21])[CH3:20])=[O:17])[CH2:11]1)(=[O:44])[CH3:43]. The catalyst class is: 7. (6) Product: [CH3:47][N:2]([CH3:1])[CH2:3][C:4]([N:6]1[C:14]2[C:9](=[CH:10][C:11]([O:45][CH3:46])=[C:12]([NH:15][C:16]3[N:29]=[C:20]([NH:21][C:22]4[CH:23]=[CH:24][CH:25]=[C:26]([F:31])[C:27]=4[C:28]([NH:51][CH:49]([CH3:50])[CH3:48])=[O:30])[C:19]4[CH:32]=[CH:33][N:34]([S:35]([C:38]5[CH:39]=[CH:40][C:41]([CH3:44])=[CH:42][CH:43]=5)(=[O:37])=[O:36])[C:18]=4[N:17]=3)[CH:13]=2)[CH2:8][CH2:7]1)=[O:5]. The catalyst class is: 56. Reactant: [CH3:1][N:2]([CH3:47])[CH2:3][C:4]([N:6]1[C:14]2[C:9](=[CH:10][C:11]([O:45][CH3:46])=[C:12]([NH:15][C:16]3[N:29]4[C:20](=[N:21][C:22]5[C:27]([C:28]4=[O:30])=[C:26]([F:31])[CH:25]=[CH:24][CH:23]=5)[C:19]4[CH:32]=[CH:33][N:34]([S:35]([C:38]5[CH:43]=[CH:42][C:41]([CH3:44])=[CH:40][CH:39]=5)(=[O:37])=[O:36])[C:18]=4[N:17]=3)[CH:13]=2)[CH2:8][CH2:7]1)=[O:5].[CH3:48][CH:49]([NH2:51])[CH3:50]. (7) Reactant: [Si]([O:8][C:9]([CH3:31])([CH3:30])[C@H:10]([CH3:29])[C:11]([NH:13][C:14]1[N:18]([CH:19]2[CH2:22][CH2:21][CH2:20]2)[C:17]2[CH:23]=[C:24]([C:27]#[N:28])[CH:25]=[CH:26][C:16]=2[N:15]=1)=[O:12])(C(C)(C)C)(C)C.Cl.CCOC(C)=O. Product: [C:27]([C:24]1[CH:25]=[CH:26][C:16]2[N:15]=[C:14]([NH:13][C:11](=[O:12])[C@@H:10]([CH3:29])[C:9]([OH:8])([CH3:31])[CH3:30])[N:18]([CH:19]3[CH2:22][CH2:21][CH2:20]3)[C:17]=2[CH:23]=1)#[N:28]. The catalyst class is: 5.